This data is from Forward reaction prediction with 1.9M reactions from USPTO patents (1976-2016). The task is: Predict the product of the given reaction. (1) The product is: [Cl:1][C:2]1[CH:10]=[CH:9][C:8]([S:12]([Cl:11])(=[O:14])=[O:13])=[CH:7][C:3]=1[C:4]([OH:6])=[O:5]. Given the reactants [Cl:1][C:2]1[CH:10]=[CH:9][CH:8]=[CH:7][C:3]=1[C:4]([OH:6])=[O:5].[Cl:11][S:12](O)(=[O:14])=[O:13], predict the reaction product. (2) Given the reactants FC(F)(F)S(O[C:7]1[CH:8]=[CH:9][C:10]([C:13]([O:15]C(C2C=CC=CC=2)C2C=CC=CC=2)=[O:14])=[N:11][CH:12]=1)(=O)=O.[CH3:31][CH:32]1[CH2:37][CH2:36][NH:35][CH2:34][CH2:33]1, predict the reaction product. The product is: [CH3:31][CH:32]1[CH2:37][CH2:36][N:35]([C:7]2[CH:12]=[N:11][C:10]([C:13]([OH:15])=[O:14])=[CH:9][CH:8]=2)[CH2:34][CH2:33]1. (3) Given the reactants [I:1][C:2]1[CH:3]=[C:4]([CH:8]=[C:9]([I:12])[C:10]=1[OH:11])[C:5]([OH:7])=O.[C:13]1([CH2:19][CH2:20][CH2:21][CH2:22][CH2:23][CH2:24][CH2:25][CH2:26][NH2:27])[CH:18]=[CH:17][CH:16]=[CH:15][CH:14]=1, predict the reaction product. The product is: [I:12][C:9]1[CH:8]=[C:4]([C:5](=[O:7])[NH:27][CH2:26][CH2:25][CH2:24][CH2:23][CH2:22][CH2:21][CH2:20][CH2:19][C:13]2[CH:14]=[CH:15][CH:16]=[CH:17][CH:18]=2)[CH:3]=[C:2]([I:1])[C:10]=1[OH:11].